From a dataset of Full USPTO retrosynthesis dataset with 1.9M reactions from patents (1976-2016). Predict the reactants needed to synthesize the given product. (1) The reactants are: P(Cl)(Cl)([Cl:3])=O.[CH2:6]([N:13]1[CH2:19][CH2:18][C:17]2[C:20](=O)[NH:21][C:22]([CH2:24][C:25]3[CH:30]=[CH:29][CH:28]=[C:27]([Cl:31])[CH:26]=3)=[N:23][C:16]=2[CH2:15][CH2:14]1)[C:7]1[CH:12]=[CH:11][CH:10]=[CH:9][CH:8]=1. Given the product [CH2:6]([N:13]1[CH2:19][CH2:18][C:17]2[C:20]([Cl:3])=[N:21][C:22]([CH2:24][C:25]3[CH:30]=[CH:29][CH:28]=[C:27]([Cl:31])[CH:26]=3)=[N:23][C:16]=2[CH2:15][CH2:14]1)[C:7]1[CH:12]=[CH:11][CH:10]=[CH:9][CH:8]=1, predict the reactants needed to synthesize it. (2) Given the product [CH3:16][C:15]([C:3]1[CH:2]=[CH:1][C:13]2[NH:12][C:11]3[C:6]([C:5]=2[CH:4]=1)=[CH:7][C:8]([C:5]([CH3:6])([CH3:13])[CH3:4])=[CH:9][CH:10]=3)([CH3:18])[CH3:17], predict the reactants needed to synthesize it. The reactants are: [CH:1]1[C:13]2[NH:12][C:11]3[C:6](=[CH:7][CH:8]=[CH:9][CH:10]=3)[C:5]=2[CH:4]=[CH:3][CH:2]=1.Cl[C:15]([CH3:18])([CH3:17])[CH3:16]. (3) Given the product [CH3:1][C:2]1[O:3][C:4]2[C:9]([C:10](=[O:12])[CH:11]=1)=[CH:8][CH:7]=[CH:6][C:5]=2/[CH:13]=[C:17](/[C:16](=[O:15])[CH3:25])\[C:18]([O:20][CH2:21][CH2:22][C:23]#[N:24])=[O:19], predict the reactants needed to synthesize it. The reactants are: [CH3:1][C:2]1[O:3][C:4]2[C:9]([C:10](=[O:12])[CH:11]=1)=[CH:8][CH:7]=[CH:6][C:5]=2[CH:13]=O.[O:15]=[C:16]([CH3:25])[CH2:17][C:18]([O:20][CH2:21][CH2:22][C:23]#[N:24])=[O:19].C(O)(=O)C.N1CCCCC1.